From a dataset of TCR-epitope binding with 47,182 pairs between 192 epitopes and 23,139 TCRs. Binary Classification. Given a T-cell receptor sequence (or CDR3 region) and an epitope sequence, predict whether binding occurs between them. (1) The epitope is YLNTLTLAV. The TCR CDR3 sequence is CASSLEDVNYGYTF. Result: 0 (the TCR does not bind to the epitope). (2) The epitope is ATDALMTGY. The TCR CDR3 sequence is CAISEEGIGNQPQHF. Result: 1 (the TCR binds to the epitope). (3) The TCR CDR3 sequence is CASSFYGAGDTQYF. Result: 1 (the TCR binds to the epitope). The epitope is KLNVGDYFV. (4) The epitope is IQYIDIGNY. The TCR CDR3 sequence is CSVSRGPGHEQFF. Result: 1 (the TCR binds to the epitope). (5) The TCR CDR3 sequence is CASSLLYGLNQPQHF. Result: 1 (the TCR binds to the epitope). The epitope is SGPLKAEIAQRLED. (6) The epitope is FSKQLQQSM. The TCR CDR3 sequence is CASSSAPLADTQYF. Result: 1 (the TCR binds to the epitope). (7) The epitope is YLDAYNMMI. The TCR CDR3 sequence is CSASLLQREFYTDTQYF. Result: 1 (the TCR binds to the epitope). (8) The epitope is MLNIPSINV. The TCR CDR3 sequence is CASSLRASPRTEAFF. Result: 0 (the TCR does not bind to the epitope).